This data is from Full USPTO retrosynthesis dataset with 1.9M reactions from patents (1976-2016). The task is: Predict the reactants needed to synthesize the given product. (1) Given the product [N:20]([CH:8]([C:5]1[CH:4]=[N:3][C:2]([CH3:1])=[N:7][CH:6]=1)[CH3:9])=[N+:21]=[N-:22], predict the reactants needed to synthesize it. The reactants are: [CH3:1][C:2]1[N:7]=[CH:6][C:5]([CH:8](O)[CH3:9])=[CH:4][N:3]=1.C1C=CC(OP(OC2C=CC=CC=2)([N:20]=[N+:21]=[N-:22])=O)=CC=1.N12CCCN=C1CCCCC2. (2) The reactants are: C(NC(C)C)(C)C.C([Li])CCC.[Cl:13][C:14]1[CH:19]=[CH:18][C:17]([CH2:20][C:21]([O:23][CH3:24])=[O:22])=[CH:16][CH:15]=1.[C:25]1(=[O:30])[CH2:29][CH2:28][CH:27]=[CH:26]1.[Cl-].[NH4+]. Given the product [Cl:13][C:14]1[CH:15]=[CH:16][C:17]([CH:20]([CH:27]2[CH2:28][CH2:29][C:25](=[O:30])[CH2:26]2)[C:21]([O:23][CH3:24])=[O:22])=[CH:18][CH:19]=1, predict the reactants needed to synthesize it.